Dataset: Reaction yield outcomes from USPTO patents with 853,638 reactions. Task: Predict the reaction yield, written as a fraction of the theoretical maximum amount of product (1.0 means a 100% yield; for example, 0.34 means a 34% yield). The reactants are [NH2:1][C:2]1[CH:31]=[CH:30][C:5]([O:6][C:7]2[CH:12]=[CH:11][N:10]=[C:9]3[CH:13]=[C:14]([C:16]4[CH:21]=[CH:20][C:19]([C:22]([N:24]5[CH2:29][CH2:28][O:27][CH2:26][CH2:25]5)=[O:23])=[CH:18][CH:17]=4)[S:15][C:8]=23)=[C:4]([F:32])[CH:3]=1.[CH2:33]([N:40]1[CH:45]=[CH:44][N:43]=[C:42]([C:46](O)=[O:47])[C:41]1=[O:49])[C:34]1[CH:39]=[CH:38][CH:37]=[CH:36][CH:35]=1. No catalyst specified. The product is [CH2:33]([N:40]1[CH:45]=[CH:44][N:43]=[C:42]([C:46]([NH:1][C:2]2[CH:31]=[CH:30][C:5]([O:6][C:7]3[CH:12]=[CH:11][N:10]=[C:9]4[CH:13]=[C:14]([C:16]5[CH:17]=[CH:18][C:19]([C:22]([N:24]6[CH2:25][CH2:26][O:27][CH2:28][CH2:29]6)=[O:23])=[CH:20][CH:21]=5)[S:15][C:8]=34)=[C:4]([F:32])[CH:3]=2)=[O:47])[C:41]1=[O:49])[C:34]1[CH:35]=[CH:36][CH:37]=[CH:38][CH:39]=1. The yield is 0.450.